Dataset: Reaction yield outcomes from USPTO patents with 853,638 reactions. Task: Predict the reaction yield, written as a fraction of the theoretical maximum amount of product (1.0 means a 100% yield; for example, 0.34 means a 34% yield). (1) The reactants are Cl.[C:2]1([C:8]2[O:12][N:11]=[C:10]([CH:13]3[O:18][CH2:17][CH2:16][NH:15][CH2:14]3)[N:9]=2)[CH:7]=[CH:6][CH:5]=[CH:4][CH:3]=1.[CH3:19][N:20]1[C:25](=[O:26])[CH:24]=[C:23]([C:27]2[CH:32]=[CH:31][N:30]=[CH:29][N:28]=2)[N:22]=[C:21]1N1CCOC(C2ON=C(C3C=CC=CC=3)N=2)C1.C(N(CC)CC)C. The catalyst is O1CCCC1. The product is [CH3:19][N:20]1[C:25](=[O:26])[CH:24]=[C:23]([C:27]2[CH:32]=[CH:31][N:30]=[CH:29][N:28]=2)[N:22]=[C:21]1[N:15]1[CH2:16][CH2:17][O:18][CH:13]([C:10]2[N:9]=[C:8]([C:2]3[CH:3]=[CH:4][CH:5]=[CH:6][CH:7]=3)[O:12][N:11]=2)[CH2:14]1. The yield is 0.640. (2) The reactants are [N:1]1[CH:6]=[CH:5][CH:4]=[CH:3][C:2]=1[C:7]1[CH:12]=[CH:11][C:10]([C:13](=[O:15])[CH3:14])=[CH:9][CH:8]=1.[C:16](OCC)(=[O:22])[C:17]([O:19][CH2:20][CH3:21])=[O:18]. No catalyst specified. The product is [CH2:20]([O:19][C:17](=[O:18])[C:16]([OH:22])=[CH:14][C:13](=[O:15])[C:10]1[CH:11]=[CH:12][C:7]([C:2]2[CH:3]=[CH:4][CH:5]=[CH:6][N:1]=2)=[CH:8][CH:9]=1)[CH3:21]. The yield is 0.860. (3) The reactants are [C:1]([O:5][C:6]([C:8]1[CH:9]=[C:10]([C:14]2[C:19]([CH3:20])=[CH:18][CH:17]=[CH:16][N+:15]=2[O-])[CH:11]=[CH:12][CH:13]=1)=[O:7])([CH3:4])(C)C.N1C=CC=[CH:24][CH:23]=1.CS(OS(C)(=O)=O)(=O)=O.C(C[NH2:40])O. The catalyst is C(#N)C.O. The product is [CH2:1]([O:5][C:6](=[O:7])[C:8]1[CH:13]=[CH:12][CH:11]=[C:10]([C:14]2[C:19]([CH3:20])=[CH:18][CH:17]=[C:16]([NH2:40])[N:15]=2)[CH:9]=1)[CH2:4][CH2:23][CH3:24]. The yield is 0.530. (4) The reactants are [N+:1]([C:4]1[CH:13]=[C:8]([C:9]([O:11][CH3:12])=[O:10])[C:7]([OH:14])=[CH:6][CH:5]=1)([O-:3])=[O:2].N1C=CN=C1.[C:20]([Si:24](Cl)([CH3:26])[CH3:25])([CH3:23])([CH3:22])[CH3:21].O. The yield is 0.310. The catalyst is CN(C=O)C. The product is [CH3:12][O:11][C:9](=[O:10])[C:8]1[CH:13]=[C:4]([N+:1]([O-:3])=[O:2])[CH:5]=[CH:6][C:7]=1[O:14][Si:24]([C:20]([CH3:23])([CH3:22])[CH3:21])([CH3:26])[CH3:25]. (5) The reactants are [N+:1]([C:4]1[CH:5]=[CH:6][C:7]([CH2:10][CH2:11][CH2:12][C:13]2[N:14]([C:18]([O:20][C:21]([CH3:24])([CH3:23])[CH3:22])=[O:19])[CH:15]=[CH:16][N:17]=2)=[N:8][CH:9]=1)([O-])=O. The catalyst is CCOC(C)=O.[Pd]. The product is [NH2:1][C:4]1[CH:5]=[CH:6][C:7]([CH2:10][CH2:11][CH2:12][C:13]2[N:14]([C:18]([O:20][C:21]([CH3:24])([CH3:23])[CH3:22])=[O:19])[CH:15]=[CH:16][N:17]=2)=[N:8][CH:9]=1. The yield is 0.990. (6) The reactants are [Cl:1][C:2]1[CH:8]=[CH:7][CH:6]=[C:5]([F:9])[C:3]=1[NH2:4].Cl[C:11]1[CH:20]=[CH:19][C:18]2[C:13](=[C:14]([C:21]3[NH:29][C:28]4[CH2:27][CH2:26][NH:25][C:24](=[O:30])[C:23]=4[CH:22]=3)[CH:15]=[CH:16][CH:17]=2)[N:12]=1.[Li+].C[Si]([N-][Si](C)(C)C)(C)C. The catalyst is C(O)(C(F)(F)F)=O.CS(C)=O. The product is [Cl:1][C:2]1[CH:8]=[CH:7][CH:6]=[C:5]([F:9])[C:3]=1[NH:4][C:11]1[CH:20]=[CH:19][C:18]2[C:13](=[C:14]([C:21]3[NH:29][C:28]4[CH2:27][CH2:26][NH:25][C:24](=[O:30])[C:23]=4[CH:22]=3)[CH:15]=[CH:16][CH:17]=2)[N:12]=1.[Cl:1][C:2]1[CH:8]=[CH:7][CH:6]=[C:5]([F:9])[C:3]=1[NH:4][C:11]1[CH:20]=[CH:19][C:18]2[C:13](=[C:14]([C:21]3[NH:29][C:28]4[CH:27]=[CH:26][NH:25][C:24](=[O:30])[C:23]=4[CH:22]=3)[CH:15]=[CH:16][CH:17]=2)[N:12]=1. The yield is 0.210.